This data is from Reaction yield outcomes from USPTO patents with 853,638 reactions. The task is: Predict the reaction yield, written as a fraction of the theoretical maximum amount of product (1.0 means a 100% yield; for example, 0.34 means a 34% yield). (1) The reactants are [NH2:1][C:2]1[CH:6]=[CH:5][NH:4][C:3]=1[C:7]([O:9][CH2:10][CH3:11])=[O:8].CCN(C(C)C)C(C)C.CC(O)=O.[B-]C#N.[Na+].[CH2:29]([O:31][CH:32]([O:45][CH2:46][CH3:47])[C:33]1[CH:40]=[C:39]([C:41]([F:44])([F:43])[F:42])[CH:38]=[CH:37][C:34]=1[CH:35]=O)[CH3:30]. The catalyst is CCO.O. The product is [CH2:46]([O:45][CH:32]([O:31][CH2:29][CH3:30])[C:33]1[CH:40]=[C:39]([C:41]([F:43])([F:44])[F:42])[CH:38]=[CH:37][C:34]=1[CH2:35][NH:1][C:2]1[CH:6]=[CH:5][NH:4][C:3]=1[C:7]([O:9][CH2:10][CH3:11])=[O:8])[CH3:47]. The yield is 0.330. (2) The reactants are C1([C@H]([NH:9][C@@H:10]2[CH2:15][CH2:14][N:13]([C:16]([O:18][C:19]([CH3:22])([CH3:21])[CH3:20])=[O:17])[CH2:12][C@@H:11]2[C:23]([O:25][CH2:26][CH3:27])=[O:24])C)C=CC=CC=1.C([O-])=O.[NH4+]. The catalyst is CCO.[Pd]. The product is [NH2:9][C@@H:10]1[CH2:15][CH2:14][N:13]([C:16]([O:18][C:19]([CH3:20])([CH3:21])[CH3:22])=[O:17])[CH2:12][C@@H:11]1[C:23]([O:25][CH2:26][CH3:27])=[O:24]. The yield is 0.960. (3) The reactants are [Br:1][C:2]1[CH:3]=[C:4]([O:20][C:21]2[CH:26]=[CH:25][CH:24]=[CH:23][CH:22]=2)[C:5]([NH:8][C:9]2[S:10][CH:11]=[C:12]([CH2:14][CH2:15][C:16](OC)=[O:17])[N:13]=2)=[N:6][CH:7]=1.O.[NH2:28][NH2:29]. The catalyst is CCO. The product is [Br:1][C:2]1[CH:3]=[C:4]([O:20][C:21]2[CH:26]=[CH:25][CH:24]=[CH:23][CH:22]=2)[C:5]([NH:8][C:9]2[S:10][CH:11]=[C:12]([CH2:14][CH2:15][C:16]([NH:28][NH2:29])=[O:17])[N:13]=2)=[N:6][CH:7]=1. The yield is 0.831. (4) The reactants are [N+:1]([C:4]1[CH:5]=[C:6]([C:14]2[N:15]=[N:16][NH:17][N:18]=2)[CH:7]=[C:8]([C:10]([F:13])([F:12])[F:11])[CH:9]=1)([O-])=O. The catalyst is CO.[Pd]. The product is [N:18]1[NH:17][N:16]=[N:15][C:14]=1[C:6]1[CH:5]=[C:4]([CH:9]=[C:8]([C:10]([F:11])([F:12])[F:13])[CH:7]=1)[NH2:1]. The yield is 0.920. (5) The reactants are [F:1][C:2]1[CH:7]=[CH:6][C:5]([Mg]Br)=[CH:4][CH:3]=1.[Cl:10][CH2:11][C:12]1[CH:20]=[C:19]([C:21]#[N:22])[CH:18]=[CH:17][C:13]=1[C:14](Cl)=[O:15].Cl. The catalyst is C1(C)C=CC=CC=1. The product is [Cl:10][CH2:11][C:12]1[CH:20]=[C:19]([CH:18]=[CH:17][C:13]=1[C:14](=[O:15])[C:5]1[CH:6]=[CH:7][C:2]([F:1])=[CH:3][CH:4]=1)[C:21]#[N:22]. The yield is 0.900. (6) The reactants are [F:1][C:2]1[CH:24]=[C:23]([N+:25]([O-])=O)[CH:22]=[CH:21][C:3]=1[O:4][C:5]1[CH:10]=[CH:9][N:8]=[C:7]([NH:11][C:12](=[O:18])[O:13][C:14]([CH3:17])([CH3:16])[CH3:15])[C:6]=1[CH:19]=[CH2:20]. The catalyst is [C].[Pd]. The product is [NH2:25][C:23]1[CH:22]=[CH:21][C:3]([O:4][C:5]2[CH:10]=[CH:9][N:8]=[C:7]([NH:11][C:12](=[O:18])[O:13][C:14]([CH3:15])([CH3:17])[CH3:16])[C:6]=2[CH2:19][CH3:20])=[C:2]([F:1])[CH:24]=1. The yield is 0.890.